Dataset: Full USPTO retrosynthesis dataset with 1.9M reactions from patents (1976-2016). Task: Predict the reactants needed to synthesize the given product. (1) Given the product [Cl:24][C:21]1[CH:22]=[CH:23][C:18]([NH:17][C:10](=[O:12])[C:9]2[CH:13]=[C:5]([C:3]([O:2][CH3:1])=[O:4])[CH:6]=[CH:7][C:8]=2[N+:14]([O-:16])=[O:15])=[N:19][CH:20]=1, predict the reactants needed to synthesize it. The reactants are: [CH3:1][O:2][C:3]([C:5]1[CH:6]=[CH:7][C:8]([N+:14]([O-:16])=[O:15])=[C:9]([CH:13]=1)[C:10]([OH:12])=O)=[O:4].[NH2:17][C:18]1[CH:23]=[CH:22][C:21]([Cl:24])=[CH:20][N:19]=1. (2) Given the product [Cl:1][C:2]1[CH:10]=[C:9]([S:11]([CH3:14])(=[O:13])=[O:12])[CH:8]=[CH:7][C:3]=1[C:4]([O:6][C:27]1[CH:28]=[CH:29][C:24]([N+:21]([O-:23])=[O:22])=[CH:25][CH:26]=1)=[O:5], predict the reactants needed to synthesize it. The reactants are: [Cl:1][C:2]1[CH:10]=[C:9]([S:11]([CH3:14])(=[O:13])=[O:12])[CH:8]=[CH:7][C:3]=1[C:4]([OH:6])=[O:5].C(Cl)(=O)C(Cl)=O.[N+:21]([C:24]1[CH:29]=[CH:28][C:27](O)=[CH:26][CH:25]=1)([O-:23])=[O:22].C(N(CC)CC)C.